Dataset: Forward reaction prediction with 1.9M reactions from USPTO patents (1976-2016). Task: Predict the product of the given reaction. (1) Given the reactants C([O:8][C:9]1[C:14]([Cl:15])=[CH:13][C:12]([C:16]([N:18]2[C:27]3[C:22](=[CH:23][CH:24]=[CH:25][CH:26]=3)[N:21]([CH3:28])[CH2:20][CH2:19]2)=[O:17])=[CH:11][C:10]=1[Cl:29])C1C=CC=CC=1, predict the reaction product. The product is: [Cl:29][C:10]1[CH:11]=[C:12]([C:16]([N:18]2[C:27]3[C:22](=[CH:23][CH:24]=[CH:25][CH:26]=3)[N:21]([CH3:28])[CH2:20][CH2:19]2)=[O:17])[CH:13]=[C:14]([Cl:15])[C:9]=1[OH:8]. (2) Given the reactants [NH2:1][CH:2]1[CH2:7][CH2:6][CH2:5][CH:4]([C:8]([OH:10])=[O:9])[CH2:3]1.C(=O)([O-])O.[Na+].[CH:16]1[C:28]2[CH:27]([CH2:29][O:30][C:31](ON3C(=O)CCC3=O)=[O:32])[C:26]3[C:21](=[CH:22][CH:23]=[CH:24][CH:25]=3)[C:20]=2[CH:19]=[CH:18][CH:17]=1.Cl, predict the reaction product. The product is: [CH:16]1[C:28]2[CH:27]([CH2:29][O:30][C:31]([NH:1][CH:2]3[CH2:7][CH2:6][CH2:5][CH:4]([C:8]([OH:10])=[O:9])[CH2:3]3)=[O:32])[C:26]3[C:21](=[CH:22][CH:23]=[CH:24][CH:25]=3)[C:20]=2[CH:19]=[CH:18][CH:17]=1. (3) Given the reactants [F:1][C:2]([F:28])([F:27])[S:3]([O:6][C:7]1[CH:12]=[CH:11][C:10]([C@H:13]2[CH2:18][CH2:17][C@H:16]([NH:19][CH2:20][C:21]3[CH:26]=[CH:25][CH:24]=[CH:23][CH:22]=3)[CH2:15][CH2:14]2)=[CH:9][CH:8]=1)(=[O:5])=[O:4].[CH2:29]([O:36][C:37]1[CH:42]=[CH:41][C:40]([O:43][CH2:44][C@H:45]2[O:47][CH2:46]2)=[CH:39][C:38]=1[N:48]([C:53]([O:55][C:56]([CH3:59])([CH3:58])[CH3:57])=[O:54])[S:49]([CH3:52])(=[O:51])=[O:50])[C:30]1[CH:35]=[CH:34][CH:33]=[CH:32][CH:31]=1, predict the reaction product. The product is: [F:28][C:2]([F:27])([F:1])[S:3]([O:6][C:7]1[CH:8]=[CH:9][C:10]([C@H:13]2[CH2:18][CH2:17][C@H:16]([N:19]([CH2:20][C:21]3[CH:22]=[CH:23][CH:24]=[CH:25][CH:26]=3)[CH2:46][C@H:45]([OH:47])[CH2:44][O:43][C:40]3[CH:41]=[CH:42][C:37]([O:36][CH2:29][C:30]4[CH:35]=[CH:34][CH:33]=[CH:32][CH:31]=4)=[C:38]([N:48]([C:53]([O:55][C:56]([CH3:59])([CH3:58])[CH3:57])=[O:54])[S:49]([CH3:52])(=[O:50])=[O:51])[CH:39]=3)[CH2:15][CH2:14]2)=[CH:11][CH:12]=1)(=[O:4])=[O:5]. (4) Given the reactants Cl[C:2]1[N:19]=[C:5]2[C:6]([NH:10][CH2:11][C:12]3[CH:17]=[CH:16][CH:15]=[CH:14][C:13]=3[F:18])=[CH:7][CH:8]=[CH:9][N:4]2[N:3]=1.[CH3:20][N:21]1[CH2:26][CH2:25][N:24]([C:27]2[CH:28]=[C:29]([CH:31]=[CH:32][CH:33]=2)[NH2:30])[CH2:23][CH2:22]1, predict the reaction product. The product is: [F:18][C:13]1[CH:14]=[CH:15][CH:16]=[CH:17][C:12]=1[CH2:11][NH:10][C:6]1[C:5]2[N:4]([N:3]=[C:2]([NH:30][C:29]3[CH:31]=[CH:32][CH:33]=[C:27]([N:24]4[CH2:23][CH2:22][N:21]([CH3:20])[CH2:26][CH2:25]4)[CH:28]=3)[N:19]=2)[CH:9]=[CH:8][CH:7]=1. (5) Given the reactants [F:1][C:2]([F:22])([F:21])[C:3]1[CH:4]=[C:5]([CH:14]=[C:15]([C:17]([F:20])([F:19])[F:18])[CH:16]=1)[CH2:6][N:7]1[C:11](=[O:12])[CH2:10][S:9][C:8]1=[O:13].C1(C)C=CC=CC=1.[Cl:30][C:31]1[CH:38]=[C:35]([CH:36]=O)[C:34]([OH:39])=[CH:33][CH:32]=1, predict the reaction product. The product is: [Cl:30][C:31]1[CH:32]=[CH:33][C:34]([OH:39])=[C:35]([CH:38]=1)[CH:36]=[C:10]1[S:9][C:8](=[O:13])[N:7]([CH2:6][C:5]2[CH:4]=[C:3]([C:2]([F:1])([F:21])[F:22])[CH:16]=[C:15]([C:17]([F:18])([F:19])[F:20])[CH:14]=2)[C:11]1=[O:12]. (6) The product is: [Cl:1][C:2]1[N:11]=[CH:10][C:9]2[N:8]([CH2:23][C:24]3[CH:29]=[CH:28][C:27]([S:30]([CH3:33])(=[O:31])=[O:32])=[CH:26][C:25]=3[Cl:34])[CH2:7][CH:6]3[CH2:12][O:13][CH2:14][CH2:15][N:5]3[C:4]=2[N:3]=1. Given the reactants [Cl:1][C:2]1[N:11]=[CH:10][C:9]2[NH:8][CH2:7][CH:6]3[CH2:12][O:13][CH2:14][CH2:15][N:5]3[C:4]=2[N:3]=1.CC(C)([O-])C.[Na+].Br[CH2:23][C:24]1[CH:29]=[CH:28][C:27]([S:30]([CH3:33])(=[O:32])=[O:31])=[CH:26][C:25]=1[Cl:34], predict the reaction product.